Task: Predict the reactants needed to synthesize the given product.. Dataset: Full USPTO retrosynthesis dataset with 1.9M reactions from patents (1976-2016) Given the product [Br-:10].[CH3:24][C:13]1[C:12]([CH2:11][N+:3]2[C:2]([Cl:1])=[C:6]([Cl:7])[N:5]([CH2:26][C:27]3[CH:36]=[CH:35][C:34]4[C:29](=[CH:30][CH:31]=[CH:32][CH:33]=4)[CH:28]=3)[CH:4]=2)=[C:17]([CH3:18])[C:16]([CH2:19][N+:3]2[C:2]([Cl:1])=[C:6]([Cl:7])[N:5]([CH2:39][C:38]3[CH:34]=[CH:33][C:32]4[C:41](=[CH:41][CH:37]=[CH:38][CH:39]=4)[CH:37]=3)[CH:4]=2)=[C:15]([CH3:21])[C:14]=1[CH2:22][N+:3]1[C:2]([Cl:1])=[C:6]([Cl:7])[N:5]([CH2:41][C:37]2[CH:31]=[CH:30][C:29]3[C:39](=[CH:35][CH:36]=[CH:27][CH:28]=3)[CH:38]=2)[CH:4]=1.[Br-:25].[Br-:10], predict the reactants needed to synthesize it. The reactants are: [Cl:1][C:2]1[N:3]=[CH:4][NH:5][C:6]=1[Cl:7].[OH-].[K+].[Br:10][CH2:11][C:12]1[C:17]([CH3:18])=[C:16]([CH2:19]Br)[C:15]([CH3:21])=[C:14]([CH2:22]Br)[C:13]=1[CH3:24].[Br:25][CH2:26][C:27]1[CH:36]=[CH:35][C:34]2[C:29](=[CH:30][CH:31]=[CH:32][CH:33]=2)[CH:28]=1.[CH2:37]1[CH2:41]O[CH2:39][CH2:38]1.